This data is from Forward reaction prediction with 1.9M reactions from USPTO patents (1976-2016). The task is: Predict the product of the given reaction. (1) Given the reactants [CH3:1][O:2][C:3](=[O:14])[C:4]1[C:5](=[CH:7][C:8]([N+:11]([O-:13])=[O:12])=[CH:9][CH:10]=1)[NH2:6].S(Cl)([Cl:18])(=O)=O, predict the reaction product. The product is: [CH3:1][O:2][C:3](=[O:14])[C:4]1[C:5](=[CH:7][C:8]([N+:11]([O-:13])=[O:12])=[C:9]([Cl:18])[CH:10]=1)[NH2:6]. (2) The product is: [CH2:22]([O:29][C:30]([N:32]1[CH2:41][CH2:40][C:39]2[C:34](=[CH:35][CH:36]=[CH:37][CH:38]=2)[CH:33]1[C:42]1[CH:47]=[C:46]([N:1]2[CH:5]=[CH:4][N:3]=[N:2]2)[CH:45]=[CH:44][C:43]=1[O:49][CH2:50][C:51]([OH:53])=[O:52])=[O:31])[C:23]1[CH:28]=[CH:27][CH:26]=[CH:25][CH:24]=1.[CH2:22]([O:29][C:30]([N:32]1[CH2:41][CH2:40][C:39]2[C:34](=[CH:35][CH:36]=[CH:37][CH:38]=2)[CH:33]1[C:42]1[CH:47]=[C:46]([N:2]2[N:3]=[CH:4][CH:5]=[N:1]2)[CH:45]=[CH:44][C:43]=1[O:49][CH2:50][C:51]([OH:53])=[O:52])=[O:31])[C:23]1[CH:28]=[CH:27][CH:26]=[CH:25][CH:24]=1. Given the reactants [NH:1]1[CH:5]=[CH:4][N:3]=[N:2]1.C(=O)([O-])[O-].[Cs+].[Cs+].CNC1CCCCC1NC.[CH2:22]([O:29][C:30]([N:32]1[CH2:41][CH2:40][C:39]2[C:34](=[CH:35][CH:36]=[CH:37][CH:38]=2)[CH:33]1[C:42]1[CH:47]=[C:46](Br)[CH:45]=[CH:44][C:43]=1[O:49][CH2:50][C:51]([O:53]CC)=[O:52])=[O:31])[C:23]1[CH:28]=[CH:27][CH:26]=[CH:25][CH:24]=1, predict the reaction product.